Dataset: PAMPA (Parallel Artificial Membrane Permeability Assay) permeability data from NCATS. Task: Regression/Classification. Given a drug SMILES string, predict its absorption, distribution, metabolism, or excretion properties. Task type varies by dataset: regression for continuous measurements (e.g., permeability, clearance, half-life) or binary classification for categorical outcomes (e.g., BBB penetration, CYP inhibition). Dataset: pampa_ncats. The compound is COC1=CC(=C(C=C1)OC)C2=NC3=CC=CC=C3C(=C2)C(=O)N4CCN(CC4)C5=NC=CC=N5. The result is 1 (high permeability).